Dataset: Reaction yield outcomes from USPTO patents with 853,638 reactions. Task: Predict the reaction yield, written as a fraction of the theoretical maximum amount of product (1.0 means a 100% yield; for example, 0.34 means a 34% yield). (1) The reactants are Cl.Cl.[CH3:3][N:4]([CH3:12])[CH2:5][C@H:6]1[CH2:11][CH2:10][CH2:9][NH:8][CH2:7]1.C(N(CC)CC)C.[F:20][C:21]([F:37])([F:36])[C:22]1[O:26][N:25]=[C:24]([C:27]2[S:31][C:30]([C:32](Cl)=[O:33])=[CH:29][CH:28]=2)[C:23]=1[CH3:35]. The yield is 0.310. The catalyst is C1COCC1.CN(C=O)C. The product is [CH3:3][N:4]([CH2:5][C@H:6]1[CH2:11][CH2:10][CH2:9][N:8]([C:32]([C:30]2[S:31][C:27]([C:24]3[C:23]([CH3:35])=[C:22]([C:21]([F:36])([F:37])[F:20])[O:26][N:25]=3)=[CH:28][CH:29]=2)=[O:33])[CH2:7]1)[CH3:12]. (2) The catalyst is CCOCC. The yield is 0.910. The reactants are [C:1]([O:5][C:6]([N:8]1[CH2:12][CH2:11][CH2:10][C@H:9]1[CH2:13][O:14][C:15]1[CH:23]=[CH:22][C:18]([C:19]([OH:21])=[O:20])=[CH:17][CH:16]=1)=[O:7])([CH3:4])(C)C.C(Cl)Cl.C(O)(C(F)(F)F)=O.C(Cl)(OCC1[C:50]2[C:45](=[CH:46][CH:47]=[CH:48][CH:49]=2)[C:44]2[C:39]1=[CH:40][CH:41]=[CH:42][CH:43]=2)=O. The product is [C:6]([N:8]1[CH2:12][CH2:11][CH2:10][C@H:9]1[CH2:13][O:14][C:15]1[CH:16]=[CH:17][C:18]([C:19]([OH:21])=[O:20])=[CH:22][CH:23]=1)([O:5][CH2:1][CH:4]1[C:43]2[C:44](=[CH:39][CH:40]=[CH:41][CH:42]=2)[C:45]2[C:50]1=[CH:49][CH:48]=[CH:47][CH:46]=2)=[O:7].